Dataset: Blood-brain barrier permeability classification from the B3DB database. Task: Regression/Classification. Given a drug SMILES string, predict its absorption, distribution, metabolism, or excretion properties. Task type varies by dataset: regression for continuous measurements (e.g., permeability, clearance, half-life) or binary classification for categorical outcomes (e.g., BBB penetration, CYP inhibition). Dataset: b3db_classification. (1) The drug is CC(C)(C)c1cc(C(C)(C)C)c(NC(=O)c2c[nH]c3ccccc3c2=O)cc1O. The result is 0 (does not penetrate BBB). (2) The molecule is CC(C)CC(NC(=O)C(CCc1ccccc1)NC(=O)CN1CCOCC1)C(=O)NC(Cc1ccccc1)C(=O)NC(CC(C)C)C(=O)C1(C)CO1. The result is 0 (does not penetrate BBB). (3) The compound is CC(C)=CCN1CC[C@@]2(C)c3cc(O)ccc3C[C@@H]1[C@H]2C. The result is 1 (penetrates BBB). (4) The drug is Clc1ccc(CO[C@H](Cn2ccnc2)c2ccc(Cl)cc2Cl)cc1. The result is 0 (does not penetrate BBB). (5) The compound is CCC(=O)O[C@@](Cc1ccccc1)(c1ccccc1)[C@@H](C)CN(C)C. The result is 1 (penetrates BBB).